Predict which catalyst facilitates the given reaction. From a dataset of Catalyst prediction with 721,799 reactions and 888 catalyst types from USPTO. (1) Reactant: C([Si](C(C)C)(C(C)C)OC(N[CH2:9][CH2:10][CH2:11][C:12]([O:14][C:15](=[O:33])[CH2:16][CH2:17][CH2:18][NH:19][C:20]([O:22][Si:23]([CH:30]([CH3:32])[CH3:31])([CH:27]([CH3:29])[CH3:28])[CH:24]([CH3:26])[CH3:25])=[O:21])=O)=O)(C)C.N[CH2:41][CH2:42][CH2:43]C(OCC1C=CC=CC=1)=O.C(=O)=O.FC(F)(F)S(O[Si](C(C)C)(C(C)C)C(C)C)(=O)=O. Product: [CH:24]([Si:23]([CH:27]([CH3:28])[CH3:29])([CH:30]([CH3:31])[CH3:32])[O:22][C:20]([NH:19][CH2:18][CH2:17][CH2:16][C:15]([O:14][CH2:12][C:11]1[CH:10]=[CH:9][CH:43]=[CH:42][CH:41]=1)=[O:33])=[O:21])([CH3:26])[CH3:25]. The catalyst class is: 66. (2) Reactant: [CH3:1][N:2]([S:21]([C:24]1[S:25][CH:26]=[CH:27][N:28]=1)(=[O:23])=[O:22])[C:3]1[CH:4]=[CH:5][CH:6]=[C:7]2[C:11]=1[NH:10][C:9]([C:12]1[S:13][CH:14]([CH2:17][C:18](O)=[O:19])[CH2:15][N:16]=1)=[CH:8]2.Cl.C[N:31](C)CCCN=C=NCC.CN(C)C=O. Product: [CH3:1][N:2]([S:21]([C:24]1[S:25][CH:26]=[CH:27][N:28]=1)(=[O:23])=[O:22])[C:3]1[CH:4]=[CH:5][CH:6]=[C:7]2[C:11]=1[NH:10][C:9]([C:12]1[S:13][CH:14]([CH2:17][C:18]([NH2:31])=[O:19])[CH2:15][N:16]=1)=[CH:8]2. The catalyst class is: 84. (3) Reactant: [NH:1]1[CH2:6][CH2:5][CH2:4][CH:3]([CH2:7][NH:8][C:9](=[O:15])[O:10][C:11]([CH3:14])([CH3:13])[CH3:12])[CH2:2]1.[CH3:16][S:17](Cl)(=[O:19])=[O:18].C(N(CC)CC)C. Product: [CH3:16][S:17]([N:1]1[CH2:6][CH2:5][CH2:4][CH:3]([CH2:7][NH:8][C:9](=[O:15])[O:10][C:11]([CH3:12])([CH3:14])[CH3:13])[CH2:2]1)(=[O:19])=[O:18]. The catalyst class is: 4. (4) Reactant: C([O:8][CH:9]([CH3:22])[CH2:10][O:11][CH2:12][CH2:13][NH:14][C:15](=[O:21])[O:16][C:17]([CH3:20])([CH3:19])[CH3:18])C1C=CC=CC=1. Product: [OH:8][CH:9]([CH3:22])[CH2:10][O:11][CH2:12][CH2:13][NH:14][C:15](=[O:21])[O:16][C:17]([CH3:19])([CH3:18])[CH3:20]. The catalyst class is: 352. (5) Reactant: [F:1][C:2]1[CH:3]=[CH:4][C:5]([CH3:32])=[C:6]([CH:31]=1)[O:7][CH2:8][C:9]1[C:18]([C:19]2[CH:24]=[CH:23][C:22]([OH:25])=[CH:21][C:20]=2[O:26][CH3:27])=[CH:17][CH:16]=[C:15]2[C:10]=1[C:11]([CH3:30])=[CH:12][C:13]([CH3:29])([CH3:28])[NH:14]2.[C:33]([NH:40][CH2:41][C:42](O)=[O:43])([O:35][C:36]([CH3:39])([CH3:38])[CH3:37])=[O:34].C(N(CC)C(C)C)(C)C.C(OCC)(=O)C. Product: [C:36]([O:35][C:33]([NH:40][CH2:41][C:42]([O:25][C:22]1[CH:23]=[CH:24][C:19]([C:18]2[C:9]([CH2:8][O:7][C:6]3[CH:31]=[C:2]([F:1])[CH:3]=[CH:4][C:5]=3[CH3:32])=[C:10]3[C:15](=[CH:16][CH:17]=2)[NH:14][C:13]([CH3:28])([CH3:29])[CH:12]=[C:11]3[CH3:30])=[C:20]([O:26][CH3:27])[CH:21]=1)=[O:43])=[O:34])([CH3:39])([CH3:38])[CH3:37]. The catalyst class is: 9.